This data is from Full USPTO retrosynthesis dataset with 1.9M reactions from patents (1976-2016). The task is: Predict the reactants needed to synthesize the given product. (1) Given the product [F:14][C:15]1[CH:23]=[CH:22][CH:21]=[C:20]([F:24])[C:16]=1[C:17]([NH:1][C:2]1[CH:6]=[CH:5][NH:4][N:3]=1)=[O:18], predict the reactants needed to synthesize it. The reactants are: [NH2:1][C:2]1[CH:6]=[CH:5][NH:4][N:3]=1.C(N(CC)CC)C.[F:14][C:15]1[CH:23]=[CH:22][CH:21]=[C:20]([F:24])[C:16]=1[C:17](Cl)=[O:18]. (2) Given the product [C:1]([O:5][C:6]([N:8]1[CH2:13][CH2:12][C:11]([CH2:19][C:23]#[N:24])([CH:14]2[CH2:15][CH2:16][CH2:17][CH2:18]2)[CH2:10][CH2:9]1)=[O:7])([CH3:4])([CH3:3])[CH3:2], predict the reactants needed to synthesize it. The reactants are: [C:1]([O:5][C:6]([N:8]1[CH2:13][CH2:12][C:11]([CH:19]([C:23]#[N:24])C(O)=O)([CH:14]2[CH2:18][CH2:17][CH2:16][CH2:15]2)[CH2:10][CH2:9]1)=[O:7])([CH3:4])([CH3:3])[CH3:2]. (3) The reactants are: [O:1]=[C:2]1[C:11]2[CH:10]=[CH:9][CH:8]=[C:7]3[NH:12][CH:13]([C:21]4[CH:28]=[CH:27][C:24]([CH:25]=O)=[CH:23][CH:22]=4)[CH:14]([C:15]4[CH:20]=[CH:19][CH:18]=[CH:17][CH:16]=4)[C:5]([C:6]=23)=[N:4][NH:3]1.[CH3:29][N:30]1[CH2:35][CH2:34][NH:33][CH2:32][CH2:31]1.C(O)(=O)C.C(O[BH-](OC(=O)C)OC(=O)C)(=O)C.[Na+]. Given the product [CH3:29][N:30]1[CH2:35][CH2:34][N:33]([CH2:25][C:24]2[CH:27]=[CH:28][C:21]([CH:13]3[NH:12][C:7]4[C:6]5[C:5](=[N:4][NH:3][C:2](=[O:1])[C:11]=5[CH:10]=[CH:9][CH:8]=4)[CH:14]3[C:15]3[CH:16]=[CH:17][CH:18]=[CH:19][CH:20]=3)=[CH:22][CH:23]=2)[CH2:32][CH2:31]1, predict the reactants needed to synthesize it.